Dataset: Full USPTO retrosynthesis dataset with 1.9M reactions from patents (1976-2016). Task: Predict the reactants needed to synthesize the given product. Given the product [N:11]12[CH2:16][CH2:15][CH:14]([CH2:13][CH2:12]1)[C@H:9]([O:8][C:5]1[N:4]=[CH:3][C:2]([C:22]3[CH:21]=[C:20]4[C:25](=[CH:24][CH:23]=3)[NH:17][CH:18]=[CH:19]4)=[CH:7][N:6]=1)[CH2:10]2, predict the reactants needed to synthesize it. The reactants are: Br[C:2]1[CH:3]=[N:4][C:5]([O:8][C@H:9]2[CH:14]3[CH2:15][CH2:16][N:11]([CH2:12][CH2:13]3)[CH2:10]2)=[N:6][CH:7]=1.[NH:17]1[C:25]2[C:20](=[CH:21][C:22](B(O)O)=[CH:23][CH:24]=2)[CH:19]=[CH:18]1.N.